The task is: Predict the reactants needed to synthesize the given product.. This data is from Retrosynthesis with 50K atom-mapped reactions and 10 reaction types from USPTO. (1) Given the product Cc1nn(C)c(C#N)c1C(F)(F)F, predict the reactants needed to synthesize it. The reactants are: Cc1nn(C)c(C(N)=O)c1C(F)(F)F. (2) Given the product CC[C@H](C[C@@](O)(C=Nc1cccc2[nH]c(=O)ccc12)C(F)(F)F)c1ccc(F)c(Cl)c1OC, predict the reactants needed to synthesize it. The reactants are: CC[C@H](C[C@@](O)(C=O)C(F)(F)F)c1ccc(F)c(Cl)c1OC.Nc1cccc2[nH]c(=O)ccc12. (3) Given the product CC(C)(C)c1nc2cc(S(=O)(=O)N3CCOCC3)ccc2n1CC1CCOCC1, predict the reactants needed to synthesize it. The reactants are: C1COCCN1.CC(C)(C)c1nc2cc(S(=O)(=O)Cl)ccc2n1CC1CCOCC1. (4) Given the product Nc1nccc(N2CCc3ccc(Br)cc32)n1, predict the reactants needed to synthesize it. The reactants are: Brc1ccc2c(c1)NCC2.Nc1nccc(Cl)n1.